From a dataset of Catalyst prediction with 721,799 reactions and 888 catalyst types from USPTO. Predict which catalyst facilitates the given reaction. (1) Reactant: [NH2:1][C:2]1[CH:14]=[CH:13][C:5]([C:6]([O:8][CH2:9][CH2:10][CH2:11][CH3:12])=[O:7])=[CH:4][CH:3]=1.[C:15]1([CH3:27])[CH:20]=[CH:19][C:18]([S:21]([N:24]=[C:25]=[O:26])(=[O:23])=[O:22])=[CH:17][CH:16]=1. Product: [C:15]1([CH3:27])[CH:16]=[CH:17][C:18]([S:21]([NH:24][C:25]([NH:1][C:2]2[CH:3]=[CH:4][C:5]([C:6]([O:8][CH2:9][CH2:10][CH2:11][CH3:12])=[O:7])=[CH:13][CH:14]=2)=[O:26])(=[O:22])=[O:23])=[CH:19][CH:20]=1. The catalyst class is: 10. (2) Reactant: [N+:1]([C:4]1[C:12](N)=[CH:11][C:7]2[CH2:8][CH2:9][O:10][C:6]=2[CH:5]=1)([O-:3])=[O:2].OS(O)(=O)=O.N([O-])=O.[Na+].P(=O)O. Product: [N+:1]([C:4]1[CH:12]=[CH:11][C:7]2[CH2:8][CH2:9][O:10][C:6]=2[CH:5]=1)([O-:3])=[O:2]. The catalyst class is: 238. (3) Product: [OH:9][CH2:10][C@:11]12[CH2:46][CH2:45][C@@H:44]([C:47]([CH3:49])=[CH2:48])[C@@H:12]1[C@@H:13]1[C@@:26]([CH3:29])([CH2:27][CH2:28]2)[C@@:25]2([CH3:30])[C@@H:16]([C@:17]3([CH3:43])[C@@H:22]([CH2:23][CH2:24]2)[C:21]([CH3:31])([CH3:32])[C:20]([C:33]2[CH:37]=[C:36]([C:38]([OH:40])=[O:39])[NH:35][N:34]=2)=[CH:19][CH2:18]3)[CH2:15][CH2:14]1. Reactant: C([O:9][CH2:10][C@:11]12[CH2:46][CH2:45][C@@H:44]([C:47]([CH3:49])=[CH2:48])[C@@H:12]1[C@@H:13]1[C@@:26]([CH3:29])([CH2:27][CH2:28]2)[C@@:25]2([CH3:30])[C@@H:16]([C@:17]3([CH3:43])[C@@H:22]([CH2:23][CH2:24]2)[C:21]([CH3:32])([CH3:31])[C:20]([C:33]2[CH:37]=[C:36]([C:38]([O:40]CC)=[O:39])[NH:35][N:34]=2)=[CH:19][CH2:18]3)[CH2:15][CH2:14]1)(=O)C1C=CC=CC=1.O.O.[OH-].[Li+]. The catalyst class is: 12.